From a dataset of Full USPTO retrosynthesis dataset with 1.9M reactions from patents (1976-2016). Predict the reactants needed to synthesize the given product. (1) Given the product [NH2:42][C@H:37]1[CH2:38][C@@H:39]([CH3:41])[CH2:40][N:35]([C:26]2[C:25]([NH:24][C:22]([C:20]3[CH:19]=[CH:18][C:17]([F:50])=[C:16]([C:3]4[C:2]([F:1])=[CH:7][C:6]([O:8][CH:9]5[CH2:14][CH2:13][CH2:12][O:11][CH2:10]5)=[CH:5][C:4]=4[F:15])[N:21]=3)=[O:23])=[CH:30][N:29]=[C:28]3[CH:31]([OH:34])[CH2:32][CH2:33][C:27]=23)[CH2:36]1, predict the reactants needed to synthesize it. The reactants are: [F:1][C:2]1[CH:7]=[C:6]([O:8][CH:9]2[CH2:14][CH2:13][CH2:12][O:11][CH2:10]2)[CH:5]=[C:4]([F:15])[C:3]=1[C:16]1[N:21]=[C:20]([C:22]([NH:24][C:25]2[C:26]([N:35]3[CH2:40][C@H:39]([CH3:41])[CH2:38][C@H:37]([NH:42]C(=O)OC(C)(C)C)[CH2:36]3)=[C:27]3[CH2:33][CH2:32][CH:31]([OH:34])[C:28]3=[N:29][CH:30]=2)=[O:23])[CH:19]=[CH:18][C:17]=1[F:50].Cl.O1CCOCC1. (2) Given the product [CH3:1][C:2]1[C:3]([N:14]2[CH2:15][CH2:16][N:17]([CH2:20][CH2:21][S:22]([CH3:25])(=[O:24])=[O:23])[CH2:18][CH2:19]2)=[CH:4][C:5]([O:11][CH2:12][CH3:13])=[C:6]([CH:7]=1)[NH2:8], predict the reactants needed to synthesize it. The reactants are: [CH3:1][C:2]1[CH:7]=[C:6]([N+:8]([O-])=O)[C:5]([O:11][CH2:12][CH3:13])=[CH:4][C:3]=1[N:14]1[CH2:19][CH2:18][N:17]([CH2:20][CH2:21][S:22]([CH3:25])(=[O:24])=[O:23])[CH2:16][CH2:15]1.